This data is from NCI-60 drug combinations with 297,098 pairs across 59 cell lines. The task is: Regression. Given two drug SMILES strings and cell line genomic features, predict the synergy score measuring deviation from expected non-interaction effect. Drug 1: CN(C(=O)NC(C=O)C(C(C(CO)O)O)O)N=O. Drug 2: C(CN)CNCCSP(=O)(O)O. Cell line: PC-3. Synergy scores: CSS=10.8, Synergy_ZIP=-2.79, Synergy_Bliss=2.41, Synergy_Loewe=2.33, Synergy_HSA=3.67.